From a dataset of Reaction yield outcomes from USPTO patents with 853,638 reactions. Predict the reaction yield, written as a fraction of the theoretical maximum amount of product (1.0 means a 100% yield; for example, 0.34 means a 34% yield). (1) No catalyst specified. The yield is 0.940. The reactants are [OH:1][CH2:2]/[CH:3]=[C:4](/[CH2:6][CH2:7]/[CH:8]=[C:9](/[CH2:11][CH2:12][CH:13]=[C:14]([CH3:16])[CH3:15])\[CH3:10])\[CH3:5].[CH3:17][CH2:18][O:19]C(C)=O. The product is [C:18]([O:1][CH2:2]/[CH:3]=[C:4](/[CH2:6][CH2:7]/[CH:8]=[C:9](/[CH2:11][CH2:12][CH:13]=[C:14]([CH3:16])[CH3:15])\[CH3:10])\[CH3:5])(=[O:19])[CH3:17]. (2) The reactants are [NH2:1][C:2]1[C:3]([C:10]2[CH:11]=[C:12]([C@@H:16]([NH:20][C:21](=[O:27])[O:22][C:23]([CH3:26])([CH3:25])[CH3:24])[CH2:17][CH:18]=[CH2:19])[CH:13]=[CH:14][CH:15]=2)=[N:4][CH:5]=[C:6]([O:8][CH3:9])[CH:7]=1.[CH3:28][C@H:29]([CH:33]=[CH2:34])[C:30](O)=[O:31].N1C=CC=CC=1.C(P1(=O)OP(CCC)(=O)OP(CCC)(=O)O1)CC. The catalyst is CCOC(C)=O. The product is [CH3:9][O:8][C:6]1[CH:7]=[C:2]([NH:1][C:30](=[O:31])[C@H:29]([CH3:28])[CH:33]=[CH2:34])[C:3]([C:10]2[CH:11]=[C:12]([C@@H:16]([NH:20][C:21](=[O:27])[O:22][C:23]([CH3:26])([CH3:25])[CH3:24])[CH2:17][CH:18]=[CH2:19])[CH:13]=[CH:14][CH:15]=2)=[N:4][CH:5]=1. The yield is 0.790. (3) The reactants are Cl[C:2]1[CH:3]=[CH:4][C:5]([N+:9]([O-:11])=[O:10])=[C:6]([CH:8]=1)[NH2:7].[NH:12]1[CH2:17][CH2:16][CH2:15][CH2:14][CH2:13]1.C([O-])([O-])=O.[K+].[K+]. The catalyst is CN(C=O)C. The product is [N+:9]([C:5]1[CH:4]=[CH:3][C:2]([N:12]2[CH2:17][CH2:16][CH2:15][CH2:14][CH2:13]2)=[CH:8][C:6]=1[NH2:7])([O-:11])=[O:10]. The yield is 0.600. (4) The reactants are C[O:2][C:3]([C:5]1[CH:10]=[C:9]([O:11][C:12]2[CH:17]=[CH:16][C:15]([NH:18][C:19]([O:21][CH2:22][C:23]3[CH:28]=[CH:27][CH:26]=[CH:25][CH:24]=3)=[O:20])=[CH:14][C:13]=2[F:29])[CH:8]=[CH:7][N:6]=1)=[O:4].[OH-].[Li+].Cl. The catalyst is CO.CN(C)C=O.O. The product is [CH2:22]([O:21][C:19]([NH:18][C:15]1[CH:16]=[CH:17][C:12]([O:11][C:9]2[CH:8]=[CH:7][N:6]=[C:5]([C:3]([OH:4])=[O:2])[CH:10]=2)=[C:13]([F:29])[CH:14]=1)=[O:20])[C:23]1[CH:24]=[CH:25][CH:26]=[CH:27][CH:28]=1. The yield is 0.923. (5) The reactants are [O:1]=[C:2]([CH2:8][C:9](=[O:11])[CH3:10])[C:3]([O:5][CH2:6][CH3:7])=[O:4].C(OCC)(OCC)O[CH2:14][CH3:15].[Cl-].[NH4+]. The catalyst is C(O)C. The product is [CH2:14]([O:11][C:9]([CH3:10])=[CH:8][C:2](=[O:1])[C:3]([O:5][CH2:6][CH3:7])=[O:4])[CH3:15]. The yield is 0.790. (6) The reactants are [C:1]([Cl:5])(Cl)(Cl)[Cl:2].[F:6][C:7]1[CH:12]=[C:11]([F:13])[CH:10]=[CH:9][C:8]=1[C:14](=O)[C:15]([O:17][CH2:18][CH3:19])=[O:16].C1(P(C2C=CC=CC=2)C2C=CC=CC=2)C=CC=CC=1. The catalyst is ClCCl. The product is [Cl:2][C:1]([Cl:5])=[C:14]([C:8]1[CH:9]=[CH:10][C:11]([F:13])=[CH:12][C:7]=1[F:6])[C:15]([O:17][CH2:18][CH3:19])=[O:16]. The yield is 0.820. (7) The reactants are [N:1]1[C:10]2[C:5](=[CH:6][CH:7]=[CH:8][CH:9]=2)[CH:4]=[CH:3][C:2]=1[CH2:11][CH2:12]O.[NH:14]1[C:18](=[O:19])[CH2:17][CH2:16][C:15]1=[O:20].C1(P(C2C=CC=CC=2)C2C=CC=CC=2)C=CC=CC=1.CCOC(/N=N/C(OCC)=O)=O. The product is [N:1]1[C:10]2[C:5](=[CH:6][CH:7]=[CH:8][CH:9]=2)[CH:4]=[CH:3][C:2]=1[CH2:11][CH2:12][N:14]1[C:18](=[O:19])[CH2:17][CH2:16][C:15]1=[O:20]. The catalyst is C1COCC1. The yield is 0.660. (8) The reactants are [CH3:1][O:2][CH2:3][O:4][C:5]1[CH:11]=[C:10]([O:12][CH3:13])[CH:9]=[CH:8][C:6]=1[NH2:7]. The catalyst is ClCCl. The product is [CH3:1][O:2][CH2:3][O:4][C:5]1[CH:11]=[C:10]([O:12][CH3:13])[CH:9]=[CH:8][C:6]=1[NH:7][C:6](=[NH:7])[CH2:5][CH2:11][CH2:10][CH3:9]. The yield is 0.850. (9) The reactants are C[N:2](C)/[CH:3]=[N:4]\[C:5]([C:7]1[N:16]=[C:15]2[N:9]([CH2:10][CH2:11][O:12][C:13]3[CH:20]=[C:19]([Br:21])[CH:18]=[CH:17][C:14]=32)[CH:8]=1)=O.Cl.[CH:24]([NH:27]N)([CH3:26])[CH3:25]. The catalyst is C(O)(=O)C. The product is [Br:21][C:19]1[CH:18]=[CH:17][C:14]2[C:15]3[N:9]([CH:8]=[C:7]([C:5]4[N:27]([CH:24]([CH3:26])[CH3:25])[N:2]=[CH:3][N:4]=4)[N:16]=3)[CH2:10][CH2:11][O:12][C:13]=2[CH:20]=1. The yield is 0.860. (10) The reactants are [Li+].CC([N-]C(C)C)C.C([Li])CCC.C(NC(C)C)(C)C.[CH:21]([CH:24]([CH2:29][CH:30]=[CH2:31])[C:25]([O:27][CH3:28])=[O:26])([CH3:23])[CH3:22].Br[CH2:33][C:34]([O:36]C(C)(C)C)=[O:35].CN(P(N(C)C)(N(C)C)=O)C. The catalyst is C1COCC1. The product is [CH:21]([C:24]([C:25]([O:27][CH3:28])=[O:26])([CH2:29][CH:30]=[CH2:31])[CH2:33][C:34]([OH:36])=[O:35])([CH3:23])[CH3:22]. The yield is 0.670.